From a dataset of CYP2D6 inhibition data for predicting drug metabolism from PubChem BioAssay. Regression/Classification. Given a drug SMILES string, predict its absorption, distribution, metabolism, or excretion properties. Task type varies by dataset: regression for continuous measurements (e.g., permeability, clearance, half-life) or binary classification for categorical outcomes (e.g., BBB penetration, CYP inhibition). Dataset: cyp2d6_veith. The compound is CCNC(=S)N1CC(C)OC(C)C1. The result is 0 (non-inhibitor).